From a dataset of Forward reaction prediction with 1.9M reactions from USPTO patents (1976-2016). Predict the product of the given reaction. Given the reactants Cl[C:2]1[CH:24]=C(Cl)C=C[C:3]=1[CH2:4][NH:5][C:6]([C:8]1[C:9](=[O:20])[NH:10][N:11]=[C:12]([C:14]2[CH:19]=[CH:18][N:17]=[CH:16][CH:15]=2)[CH:13]=1)=[O:7].O=C1C(C(O)=O)=CC(C2C=CN=CC=2)=NN1.C(Cl)(=O)C(Cl)=O.C(N)CCC, predict the reaction product. The product is: [O:20]=[C:9]1[C:8]([C:6]([NH:5][CH2:4][CH2:3][CH2:2][CH3:24])=[O:7])=[CH:13][C:12]([C:14]2[CH:15]=[CH:16][N:17]=[CH:18][CH:19]=2)=[N:11][NH:10]1.